Dataset: Peptide-MHC class I binding affinity with 185,985 pairs from IEDB/IMGT. Task: Regression. Given a peptide amino acid sequence and an MHC pseudo amino acid sequence, predict their binding affinity value. This is MHC class I binding data. (1) The peptide sequence is ILRGTSFVYV. The MHC is Patr-A0701 with pseudo-sequence Patr-A0701. The binding affinity (normalized) is 0.120. (2) The peptide sequence is QGMSPSYVK. The MHC is HLA-A31:01 with pseudo-sequence HLA-A31:01. The binding affinity (normalized) is 0.582.